This data is from Full USPTO retrosynthesis dataset with 1.9M reactions from patents (1976-2016). The task is: Predict the reactants needed to synthesize the given product. (1) Given the product [C:1]([N:28]1[CH2:29][CH2:30][N:25]([C:22]2[CH:23]=[CH:24][C:19]([C:17]3[N:16]=[C:15]([O:33][C@@H:34]([C@H:36]4[CH2:40][NH:39][C:38](=[O:41])[CH2:37]4)[CH3:35])[C:14]4[N:10]([CH:9]([F:8])[F:42])[CH:11]=[N:12][C:13]=4[CH:18]=3)=[CH:20][C:21]=2[O:31][CH3:32])[CH2:26][CH2:27]1)(=[O:2])[CH3:3], predict the reactants needed to synthesize it. The reactants are: [C:1](O)([C:3](F)(F)F)=[O:2].[F:8][CH:9]([F:42])[N:10]1[C:14]2[C:15]([O:33][C@@H:34]([C@H:36]3[CH2:40][NH:39][C:38](=[O:41])[CH2:37]3)[CH3:35])=[N:16][C:17]([C:19]3[CH:24]=[CH:23][C:22]([N:25]4[CH2:30][CH2:29][NH:28][CH2:27][CH2:26]4)=[C:21]([O:31][CH3:32])[CH:20]=3)=[CH:18][C:13]=2[N:12]=[CH:11]1.C(N(CC)CC)C.C(OC(=O)C)(=O)C. (2) The reactants are: C([N:8](CC1C=CC=CC=1)[C:9]1[N:17]=[CH:16][N:15]=[C:14]2[C:10]=1[NH:11][C:12](=[O:38])[N:13]2[C:18]1[CH:19]=[CH:20][C:21]([O:33][CH2:34][CH2:35][O:36][CH3:37])=[C:22]([N:24]([CH3:32])[C:25](=[O:31])[O:26][C:27]([CH3:30])([CH3:29])[CH3:28])[CH:23]=1)C1C=CC=CC=1.Cl. Given the product [NH2:8][C:9]1[N:17]=[CH:16][N:15]=[C:14]2[C:10]=1[NH:11][C:12](=[O:38])[N:13]2[C:18]1[CH:19]=[CH:20][C:21]([O:33][CH2:34][CH2:35][O:36][CH3:37])=[C:22]([N:24]([CH3:32])[C:25](=[O:31])[O:26][C:27]([CH3:28])([CH3:29])[CH3:30])[CH:23]=1, predict the reactants needed to synthesize it. (3) Given the product [CH3:22][O:23][CH2:24][C@H:25]1[CH2:29][CH2:28][CH2:27][N:26]1[C:19]([CH:16]1[CH2:15][CH2:14][N:13]([C:8]2[CH:9]=[N:10][CH:11]=[CH:12][C:7]=2[C:5]2[S:6][C:2]([CH3:1])=[N:3][N:4]=2)[CH2:18][CH2:17]1)=[O:21], predict the reactants needed to synthesize it. The reactants are: [CH3:1][C:2]1[S:6][C:5]([C:7]2[CH:12]=[CH:11][N:10]=[CH:9][C:8]=2[N:13]2[CH2:18][CH2:17][CH:16]([C:19]([OH:21])=O)[CH2:15][CH2:14]2)=[N:4][N:3]=1.[CH3:22][O:23][CH2:24][C@H:25]1[CH2:29][CH2:28][CH2:27][NH:26]1.CN(C(ON1N=NC2C=CC=NC1=2)=[N+](C)C)C.F[P-](F)(F)(F)(F)F.CCN(C(C)C)C(C)C. (4) Given the product [F:8][C:9]1[CH:10]=[CH:11][C:12]([C:15]2[N:24]=[C:23]([O:25][CH:26]3[CH2:44][CH:43]4[N:28]([C:29](=[O:58])[N:30]([CH2:49][C:50]5[CH:51]=[CH:52][C:53]([O:56][CH3:57])=[CH:54][CH:55]=5)[CH2:31][CH2:32][CH2:33][CH2:34][CH2:35][CH:36]=[CH:37][CH:38]5[C:40]([C:46]([NH:7][S:4]([CH:1]6[CH2:3][CH2:2]6)(=[O:6])=[O:5])=[O:47])([NH:41][C:42]4=[O:45])[CH2:39]5)[CH2:27]3)[C:22]3[C:17](=[C:18]([CH3:61])[C:19]([O:59][CH3:60])=[CH:20][CH:21]=3)[N:16]=2)=[CH:13][CH:14]=1, predict the reactants needed to synthesize it. The reactants are: [CH:1]1([S:4]([NH2:7])(=[O:6])=[O:5])[CH2:3][CH2:2]1.[F:8][C:9]1[CH:14]=[CH:13][C:12]([C:15]2[N:24]=[C:23]([O:25][CH:26]3[CH2:44][CH:43]4[N:28]([C:29](=[O:58])[N:30]([CH2:49][C:50]5[CH:55]=[CH:54][C:53]([O:56][CH3:57])=[CH:52][CH:51]=5)[CH2:31][CH2:32][CH2:33][CH2:34][CH2:35][CH:36]=[CH:37][CH:38]5[C:40]([C:46](O)=[O:47])([NH:41][C:42]4=[O:45])[CH2:39]5)[CH2:27]3)[C:22]3[C:17](=[C:18]([CH3:61])[C:19]([O:59][CH3:60])=[CH:20][CH:21]=3)[N:16]=2)=[CH:11][CH:10]=1. (5) Given the product [CH3:22][S:19]([C:14]1[C:13]2[NH:12][C:11]3[CH2:23][CH2:24][NH:8][CH2:9][C:10]=3[C:18]=2[CH:17]=[CH:16][CH:15]=1)(=[O:20])=[O:21], predict the reactants needed to synthesize it. The reactants are: C(OC([N:8]1[CH2:24][CH2:23][C:11]2[NH:12][C:13]3[C:14]([S:19]([CH3:22])(=[O:21])=[O:20])=[CH:15][CH:16]=[CH:17][C:18]=3[C:10]=2[CH2:9]1)=O)(C)(C)C.Cl. (6) Given the product [CH:1]1([O:6][C:7](=[O:26])[C@@H:8]([NH:25][CH2:33][C:34]2[CH:39]=[CH:38][CH:37]=[CH:36][CH:35]=2)[CH2:9][CH2:10][O:11][C:12]2[CH:21]=[C:20]3[C:15]([C:16]([Cl:22])=[CH:17][CH:18]=[N:19]3)=[CH:14][C:13]=2[O:23][CH3:24])[CH2:5][CH2:4][CH2:3][CH2:2]1, predict the reactants needed to synthesize it. The reactants are: [CH:1]1([O:6][C:7](=[O:26])[C@@H:8]([NH2:25])[CH2:9][CH2:10][O:11][C:12]2[CH:21]=[C:20]3[C:15]([C:16]([Cl:22])=[CH:17][CH:18]=[N:19]3)=[CH:14][C:13]=2[O:23][CH3:24])[CH2:5][CH2:4][CH2:3][CH2:2]1.C([O-])([O-])=O.[K+].[K+].[CH2:33](Br)[C:34]1[CH:39]=[CH:38][CH:37]=[CH:36][CH:35]=1. (7) Given the product [C:18]([N:5]1[C:6]2[C:11](=[CH:10][C:9]([N:12]3[CH2:13][CH2:14][O:15][CH2:16][CH2:17]3)=[CH:8][CH:7]=2)[C@H:2]([NH:1][C:24]2[CH:33]=[CH:32][C:27]([C:28]([NH:30][CH3:31])=[O:29])=[CH:26][CH:25]=2)[C@@H:3]([CH3:22])[C@@H:4]1[CH3:21])(=[O:20])[CH3:19], predict the reactants needed to synthesize it. The reactants are: [NH2:1][C@H:2]1[C:11]2[C:6](=[CH:7][CH:8]=[C:9]([N:12]3[CH2:17][CH2:16][O:15][CH2:14][CH2:13]3)[CH:10]=2)[N:5]([C:18](=[O:20])[CH3:19])[C@@H:4]([CH3:21])[C@@H:3]1[CH3:22].Br[C:24]1[CH:33]=[CH:32][C:27]([C:28]([NH:30][CH3:31])=[O:29])=[CH:26][CH:25]=1.CC(C)([O-])C.[Na+].CN(C1C(C2C(P(C3CCCCC3)C3CCCCC3)=CC=CC=2)=CC=CC=1)C.